Dataset: Drug-target binding data from BindingDB using IC50 measurements. Task: Regression. Given a target protein amino acid sequence and a drug SMILES string, predict the binding affinity score between them. We predict pIC50 (pIC50 = -log10(IC50 in M); higher means more potent). Dataset: bindingdb_ic50. (1) The pIC50 is 3.4. The target protein (Q14534) has sequence MWTFLGIATFTYFYKKFGDFITLANREVLLCVLVFLSLGLVLSYRCRHRNGGLLGRQQSGSQFALFSDILSGLPFIGFFWAKSPPESENKEQLEARRRRKGTNISETSLIGTAACTSTSSQNDPEVIIVGAGVLGSALAAVLSRDGRKVTVIERDLKEPDRIVGEFLQPGGYHVLKDLGLGDTVEGLDAQVVNGYMIHDQESKSEVQIPYPLSENNQVQSGRAFHHGRFIMSLRKAAMAEPNAKFIEGVVLQLLEEDDVVMGVQYKDKETGDIKELHAPLTVVADGLFSKFRKSLVSNKVSVSSHFVGFLMKNAPQFKANHAELILANPSPVLIYQISSSETRVLVDIRGEMPRNLREYMVEKIYPQIPDHLKEPFLEATDNSHLRSMPASFLPPSSVKKRGVLLLGDAYNMRHPLTGGGMTVAFKDIKLWRKLLKGIPDLYDDAAIFEAKKSFYWARKTSHSFVVNILAQALYELFSATDDSLHQLRKACFLYFKLGGE.... The drug is CC(C)=CCC/C(C)=C/CC/C(C)=C/CCCO. (2) The compound is COc1ccc(CC(=O)N2CCC(Oc3ccc(C(F)(F)F)cn3)CC2)c(B(O)O)c1. The target protein (P15304) has sequence MKPRRPISFTREITAMEPSSTSVSRPEWRPEAQQTLTDYPGSRELQEFGIPQKQSLPNEATAQQGAEFQQEQGVQQSTLLQKLLTPLAFPVPQQSFPSHKVHSDQQEATSQNGPGAGKVHTTQKELEHRDEHVGTAESGPAEPPPATEVEATSIAQAVSGPDKKLPTQTDLVSQERAEQSDPTAQQTPLVQGVKSDQGSLIESGILARLQKLAIQQPSQEWKTFLDCVTESDMEKYLNSSSKSNPPEPSGGTVIPGTLPSKQKPDCGKMSGYGGKLPHGKKGILQKHKHYWDTASAFSHSMDLRTMTQSLVALAEDNMAFFSSQGPGETARRLSNVFAGVREQALGLEPTLGQLLGVAHHFDLDTETPANGYRSLVHTARCCLAHLLHKSRYVASNRRSIFFRASHNLAELEAYLAALTQLRALAYYAQRLLTINRPGVLFFEGDEGLSADFLQDYVTLHKGCFYGRCLGFQFTPAIRPFLQTLSIGLVSFGEHYKRNET.... The pIC50 is 7.3.